From a dataset of Forward reaction prediction with 1.9M reactions from USPTO patents (1976-2016). Predict the product of the given reaction. Given the reactants [C:1]([Si:5]([CH3:31])([CH3:30])[O:6][CH2:7][C@H:8]([CH2:19][N:20]1[CH:28]=[N:27][C:26]2[C:21]1=[N:22][CH:23]=[N:24][C:25]=2[NH2:29])[C@H:9]([O:11][Si:12]([C:15]([CH3:18])([CH3:17])[CH3:16])([CH3:14])[CH3:13])[CH3:10])([CH3:4])([CH3:3])[CH3:2].[C:32](Cl)(=[O:39])[C:33]1[CH:38]=[CH:37][CH:36]=[CH:35][CH:34]=1.N.CO, predict the reaction product. The product is: [C:1]([Si:5]([CH3:31])([CH3:30])[O:6][CH2:7][C@H:8]([CH2:19][N:20]1[CH:28]=[N:27][C:26]2[C:21]1=[N:22][CH:23]=[N:24][C:25]=2[NH:29][C:32](=[O:39])[C:33]1[CH:38]=[CH:37][CH:36]=[CH:35][CH:34]=1)[C@H:9]([O:11][Si:12]([C:15]([CH3:17])([CH3:18])[CH3:16])([CH3:13])[CH3:14])[CH3:10])([CH3:2])([CH3:3])[CH3:4].